From a dataset of Peptide-MHC class II binding affinity with 134,281 pairs from IEDB. Regression. Given a peptide amino acid sequence and an MHC pseudo amino acid sequence, predict their binding affinity value. This is MHC class II binding data. (1) The peptide sequence is FKDTSMQKTIPLVAL. The MHC is DRB3_0301 with pseudo-sequence DRB3_0301. The binding affinity (normalized) is 0.936. (2) The peptide sequence is EKKYFAATVFEPLAA. The MHC is HLA-DQA10501-DQB10201 with pseudo-sequence HLA-DQA10501-DQB10201. The binding affinity (normalized) is 0.570. (3) The peptide sequence is GVWTFDSEEPLQGPF. The MHC is HLA-DPA10201-DPB10501 with pseudo-sequence HLA-DPA10201-DPB10501. The binding affinity (normalized) is 0.498. (4) The peptide sequence is SGILQLFVFLVLAGR. The MHC is DRB1_0701 with pseudo-sequence DRB1_0701. The binding affinity (normalized) is 0.125. (5) The peptide sequence is AIKFDFSTGLIIQGL. The MHC is HLA-DPA10201-DPB10501 with pseudo-sequence HLA-DPA10201-DPB10501. The binding affinity (normalized) is 0.536. (6) The binding affinity (normalized) is 0.410. The peptide sequence is ESYKFIPALEAAVKQ. The MHC is DRB1_1201 with pseudo-sequence DRB1_1201. (7) The peptide sequence is LGHRDALEDDLLNRN. The MHC is DRB3_0202 with pseudo-sequence DRB3_0202. The binding affinity (normalized) is 0.